From a dataset of Forward reaction prediction with 1.9M reactions from USPTO patents (1976-2016). Predict the product of the given reaction. Given the reactants [CH2:1]([N:8]1[CH2:12][CH2:11][C@@H:10]([NH:13][C:14](=[O:31])[O:15][CH:16]([C:24]2[CH:29]=[CH:28][CH:27]=[C:26]([F:30])[CH:25]=2)[C:17]2[CH:22]=[CH:21][CH:20]=[C:19]([F:23])[CH:18]=2)[CH2:9]1)[C:2]1[CH:7]=[CH:6][CH:5]=[CH:4][CH:3]=1.[I:32][CH3:33], predict the reaction product. The product is: [I-:32].[CH2:1]([N+:8]1([CH3:33])[CH2:12][CH2:11][C@@H:10]([NH:13][C:14]([O:15][CH:16]([C:24]2[CH:29]=[CH:28][CH:27]=[C:26]([F:30])[CH:25]=2)[C:17]2[CH:22]=[CH:21][CH:20]=[C:19]([F:23])[CH:18]=2)=[O:31])[CH2:9]1)[C:2]1[CH:7]=[CH:6][CH:5]=[CH:4][CH:3]=1.